Dataset: Reaction yield outcomes from USPTO patents with 853,638 reactions. Task: Predict the reaction yield, written as a fraction of the theoretical maximum amount of product (1.0 means a 100% yield; for example, 0.34 means a 34% yield). (1) The yield is 0.750. The reactants are Br[C:2]1[C:3](=[O:17])[O:4][C:5]2[C:10]([CH:11]=1)=[CH:9][CH:8]=[C:7]([CH2:12][CH2:13][CH2:14][CH2:15][OH:16])[CH:6]=2.C([Sn](CCCC)(CCCC)[C:23]([O:25][CH2:26][CH3:27])=[CH2:24])CCC. The product is [CH2:26]([O:25][C:23]([C:2]1[C:3](=[O:17])[O:4][C:5]2[C:10]([CH:11]=1)=[CH:9][CH:8]=[C:7]([CH2:12][CH2:13][CH2:14][CH2:15][OH:16])[CH:6]=2)=[CH2:24])[CH3:27]. The catalyst is O1CCOCC1.[Cu]I.C1C=CC([P]([Pd]([P](C2C=CC=CC=2)(C2C=CC=CC=2)C2C=CC=CC=2)([P](C2C=CC=CC=2)(C2C=CC=CC=2)C2C=CC=CC=2)[P](C2C=CC=CC=2)(C2C=CC=CC=2)C2C=CC=CC=2)(C2C=CC=CC=2)C2C=CC=CC=2)=CC=1. (2) The reactants are [H-].[Al+3].[Li+].[H-].[H-].[H-].O1CCCC1.[C:12]([C:14]1([CH3:38])[S:18][C:17]([C:19]2[NH:20][C:21]3[C:26]([CH:27]=2)=[CH:25][CH:24]=[CH:23][C:22]=3[N:28]([CH3:37])[S:29]([C:32]2[S:33][CH:34]=[CH:35][CH:36]=2)(=[O:31])=[O:30])=[N:16][CH2:15]1)#[N:13].[OH-].[Na+]. The catalyst is C(O)C. The product is [NH2:13][CH2:12][C:14]1([CH3:38])[S:18][C:17]([C:19]2[NH:20][C:21]3[C:26]([CH:27]=2)=[CH:25][CH:24]=[CH:23][C:22]=3[N:28]([CH3:37])[S:29]([C:32]2[S:33][CH:34]=[CH:35][CH:36]=2)(=[O:31])=[O:30])=[N:16][CH2:15]1. The yield is 0.570. (3) The reactants are [CH3:1][C@H:2]1[CH2:6][CH2:5][CH2:4][N:3]1[C@H:7]1[CH2:11][CH2:10][N:9]([C:12]2[CH:20]=[CH:19][C:15]([C:16](O)=[O:17])=[CH:14][CH:13]=2)[CH2:8]1.[O:21]1[CH2:26][CH2:25][CH:24](N)[CH2:23][CH2:22]1.[CH3:28][N:29]1CCOCC1.ON1C2C=CC=CC=2N=N1.CCN=C=NCCCN(C)C.Cl. The catalyst is C(Cl)Cl.CO.CN(C=O)C. The product is [CH3:1][C@H:2]1[CH2:6][CH2:5][CH2:4][N:3]1[C@H:7]1[CH2:11][CH2:10][N:9]([C:12]2[CH:13]=[CH:14][C:15]([C:16]([NH:29][CH2:28][CH:24]3[CH2:25][CH2:26][O:21][CH2:22][CH2:23]3)=[O:17])=[CH:19][CH:20]=2)[CH2:8]1. The yield is 0.740. (4) The reactants are [Cl:1][CH2:2][CH2:3][CH2:4][O:5][C:6]1[CH:15]=[CH:14][C:9]([C:10]([O:12][CH3:13])=[O:11])=[CH:8][C:7]=1[O:16][CH3:17].[N:18]([O-:20])=[O:19].[Na+].C(O)(=O)C.[N+]([O-])(O)=O. The catalyst is O. The product is [Cl:1][CH2:2][CH2:3][CH2:4][O:5][C:6]1[C:7]([O:16][CH3:17])=[CH:8][C:9]([C:10]([O:12][CH3:13])=[O:11])=[C:14]([N+:18]([O-:20])=[O:19])[CH:15]=1. The yield is 0.920. (5) The reactants are C[O:2][C:3](=O)[C:4]1[CH:9]=[CH:8][C:7]([C:10]2[N:18]=[CH:17][N:16]=[C:15]3[C:11]=2[N:12]=[CH:13][N:14]3[C:19]2[CH:24]=[C:23]([C:25](=[O:30])[NH:26][CH:27]3[CH2:29][CH2:28]3)[CH:22]=[CH:21][C:20]=2[CH3:31])=[CH:6][CH:5]=1.O.[NH2:34][NH2:35]. The catalyst is CO. The product is [CH:27]1([NH:26][C:25](=[O:30])[C:23]2[CH:22]=[CH:21][C:20]([CH3:31])=[C:19]([N:14]3[CH:13]=[N:12][C:11]4[C:15]3=[N:16][CH:17]=[N:18][C:10]=4[C:7]3[CH:8]=[CH:9][C:4]([C:3]([NH:34][NH2:35])=[O:2])=[CH:5][CH:6]=3)[CH:24]=2)[CH2:29][CH2:28]1. The yield is 0.720. (6) The reactants are [ClH:1].[C:2]12([CH2:12][CH2:13][N:14]([CH2:27][CH2:28][C:29]([O:31]C(C)(C)C)=O)[C:15]([NH:17][CH2:18][CH2:19][CH2:20][C:21]3[CH:26]=[CH:25][N:24]=[CH:23][CH:22]=3)=[O:16])[CH2:11][CH:6]3[CH2:7][CH:8]([CH2:10][CH:4]([CH2:5]3)[CH2:3]1)[CH2:9]2.C(OCC)(=O)C. The catalyst is O1CCOCC1. The product is [ClH:1].[C:2]12([CH2:12][CH2:13][N:14]3[CH2:27][CH2:28][C:29](=[O:31])[N:17]([CH2:18][CH2:19][CH2:20][C:21]4[CH:26]=[CH:25][N:24]=[CH:23][CH:22]=4)[C:15]3=[O:16])[CH2:9][CH:8]3[CH2:7][CH:6]([CH2:5][CH:4]([CH2:10]3)[CH2:3]1)[CH2:11]2. The yield is 0.790. (7) The reactants are [C:1]([C:5]1[O:9][C:8]([C:10]2[C:11]([NH2:28])=[N:12][CH:13]=[C:14]([C:16]3[N:20]([CH3:21])[N:19]=[C:18]([CH:22]4[CH2:27][CH2:26][NH:25][CH2:24][CH2:23]4)[N:17]=3)[N:15]=2)=[N:7][N:6]=1)([CH3:4])([CH3:3])[CH3:2].[OH:29][CH2:30][C@@H:31]([CH3:35])[C:32](O)=[O:33]. No catalyst specified. The product is [NH2:28][C:11]1[N:12]=[CH:13][C:14]([C:16]2[N:20]([CH3:21])[N:19]=[C:18]([CH:22]3[CH2:23][CH2:24][N:25]([C:30](=[O:29])[C@H:31]([CH3:35])[CH2:32][OH:33])[CH2:26][CH2:27]3)[N:17]=2)=[N:15][C:10]=1[C:8]1[O:9][C:5]([C:1]([CH3:4])([CH3:2])[CH3:3])=[N:6][N:7]=1. The yield is 0.474. (8) The yield is 0.950. The catalyst is CO.[C].[Pd]. The product is [CH3:14][C@@H:11]1[CH2:12][CH2:13][NH:8][CH2:9][C@@H:10]1[N:15]1[C:24]2[C:19](=[CH:20][N:21]=[C:22]3[N:27]([CH2:28][O:29][CH2:30][CH2:31][Si:32]([CH3:35])([CH3:34])[CH3:33])[CH:26]=[CH:25][C:23]3=2)[C:18](=[O:36])[CH:17]=[CH:16]1. The reactants are C([N:8]1[CH2:13][CH2:12][C@@H:11]([CH3:14])[C@@H:10]([N:15]2[C:24]3[C:19](=[CH:20][N:21]=[C:22]4[N:27]([CH2:28][O:29][CH2:30][CH2:31][Si:32]([CH3:35])([CH3:34])[CH3:33])[CH:26]=[CH:25][C:23]4=3)[C:18](=[O:36])[CH:17]=[CH:16]2)[CH2:9]1)C1C=CC=CC=1. (9) The reactants are [N:1]([C:4]1[CH:11]=[CH:10][C:7]([C:8]#[N:9])=[C:6]([C:12]([F:15])([F:14])[F:13])[CH:5]=1)=[C:2]=[S:3].[CH3:16][S:17]([C:20]1[CH:25]=[CH:24][C:23]([NH:26][C:27]2([C:31]#N)[CH2:30][CH2:29][CH2:28]2)=[CH:22][CH:21]=1)(=[O:19])=[O:18].C[OH:34].Cl. The catalyst is CN(C=O)C.O. The product is [CH3:16][S:17]([C:20]1[CH:25]=[CH:24][C:23]([N:26]2[C:2](=[S:3])[N:1]([C:4]3[CH:11]=[CH:10][C:7]([C:8]#[N:9])=[C:6]([C:12]([F:13])([F:15])[F:14])[CH:5]=3)[C:31](=[O:34])[C:27]32[CH2:30][CH2:29][CH2:28]3)=[CH:22][CH:21]=1)(=[O:19])=[O:18]. The yield is 0.150.